This data is from Catalyst prediction with 721,799 reactions and 888 catalyst types from USPTO. The task is: Predict which catalyst facilitates the given reaction. (1) The catalyst class is: 8. Reactant: [N+:1]([NH:4][C:5]([NH2:7])=[NH:6])([O-:3])=[O:2].[CH:8]([CH:10]([CH2:15][C:16]1[CH:17]=[N:18][N:19]([CH3:21])[CH:20]=1)[C:11](OC)=O)=[O:9]. Product: [CH3:21][N:19]1[CH:20]=[C:16]([CH2:15][C:10]2[C:8](=[O:9])[N:6]=[C:5]([NH:4][N+:1]([O-:3])=[O:2])[NH:7][CH:11]=2)[CH:17]=[N:18]1. (2) Reactant: [F:1][C:2]1[C:7]([N+:8]([O-])=O)=[CH:6][CH:5]=[CH:4][C:3]=1[C:11]1[CH:16]=[CH:15][CH:14]=[CH:13][C:12]=1[F:17].Cl. Product: [F:1][C:2]1[C:7]([NH2:8])=[CH:6][CH:5]=[CH:4][C:3]=1[C:11]1[CH:16]=[CH:15][CH:14]=[CH:13][C:12]=1[F:17]. The catalyst class is: 284.